This data is from Reaction yield outcomes from USPTO patents with 853,638 reactions. The task is: Predict the reaction yield, written as a fraction of the theoretical maximum amount of product (1.0 means a 100% yield; for example, 0.34 means a 34% yield). The reactants are [F:1][C:2]1[CH:3]=[CH:4][C:5]([O:12][C:13]2[CH:18]=[CH:17][CH:16]=[CH:15][C:14]=2[N+:19]([O-])=O)=[C:6]([CH:11]=1)[C:7]([O:9][CH3:10])=[O:8]. The catalyst is C(O)C.C(O)(=O)C.C1COCC1.[Pd]. The product is [NH2:19][C:14]1[CH:15]=[CH:16][CH:17]=[CH:18][C:13]=1[O:12][C:5]1[CH:4]=[CH:3][C:2]([F:1])=[CH:11][C:6]=1[C:7]([O:9][CH3:10])=[O:8]. The yield is 0.950.